Dataset: Full USPTO retrosynthesis dataset with 1.9M reactions from patents (1976-2016). Task: Predict the reactants needed to synthesize the given product. (1) Given the product [CH2:1]([N:8]1[CH:12]=[CH:11][CH:10]=[C:9]1[C:13]1[N:18]=[C:17]([NH:21][C:22]2[CH:23]=[CH:24][C:25]([C:26](=[O:27])[C:28]3[CH:33]=[CH:32][CH:31]=[CH:30][CH:29]=3)=[CH:34][CH:35]=2)[N:16]=[C:15]([NH:21][C:22]2[CH:35]=[CH:34][C:25]([C:36](=[O:39])[C:28]3[CH:33]=[CH:32][CH:31]=[CH:30][CH:29]=3)=[CH:24][CH:23]=2)[N:14]=1)[C:2]1[CH:7]=[CH:6][CH:5]=[CH:4][CH:3]=1, predict the reactants needed to synthesize it. The reactants are: [CH2:1]([N:8]1[CH:12]=[CH:11][CH:10]=[C:9]1[C:13]1[N:18]=[C:17](Cl)[N:16]=[C:15](Cl)[N:14]=1)[C:2]1[CH:7]=[CH:6][CH:5]=[CH:4][CH:3]=1.[NH2:21][C:22]1[CH:35]=[CH:34][C:25]([C:26]([C:28]2[CH:33]=[CH:32][CH:31]=[CH:30][CH:29]=2)=[O:27])=[CH:24][CH:23]=1.[C:36](=[O:39])([O-])[O-].[K+].[K+]. (2) Given the product [C:1]([O:5][C:6](=[O:27])[NH:7][C@H:8]([C:19]([N:21]1[CH2:25][CH2:24][C@H:23]([F:26])[CH2:22]1)=[O:20])[C@H:9]([CH:11]1[CH2:16][CH2:15][CH:14]([N:17]([C:28](=[O:30])[CH3:29])[CH3:18])[CH2:13][CH2:12]1)[CH3:10])([CH3:2])([CH3:3])[CH3:4], predict the reactants needed to synthesize it. The reactants are: [C:1]([O:5][C:6](=[O:27])[NH:7][C@H:8]([C:19]([N:21]1[CH2:25][CH2:24][C@H:23]([F:26])[CH2:22]1)=[O:20])[C@H:9]([CH:11]1[CH2:16][CH2:15][CH:14]([NH:17][CH3:18])[CH2:13][CH2:12]1)[CH3:10])([CH3:4])([CH3:3])[CH3:2].[C:28](O)(=[O:30])[CH3:29].C(N(CC)C(C)C)(C)C.C1C=NC2N(O)N=NC=2C=1.CN(C(ON1N=NC2C=CC=NC1=2)=[N+](C)C)C.F[P-](F)(F)(F)(F)F.